Dataset: Forward reaction prediction with 1.9M reactions from USPTO patents (1976-2016). Task: Predict the product of the given reaction. Given the reactants FC(F)(F)C1C=CC([C:9]2C=CC=[C:11]([CH2:15][O:16][C:17]3[CH:22]=[CH:21][C:20]([C:23]4([CH2:27][C:28]([O:30][CH2:31][CH3:32])=[O:29])[CH2:26][O:25][CH2:24]4)=[CH:19][CH:18]=3)[CH:10]=2)=CC=1.OC1C=CC(C2(CC(OCC)=O)COC2)=CC=1.ClCC1[N:55]=[C:56]([C:60]2[CH:65]=[CH:64][CH:63]=[CH:62][CH:61]=2)[O:57]C=1C, predict the reaction product. The product is: [CH3:9][C:10]1[O:57][C:56]([C:60]2[CH:65]=[CH:64][CH:63]=[CH:62][CH:61]=2)=[N:55][C:11]=1[CH2:15][O:16][C:17]1[CH:22]=[CH:21][C:20]([C:23]2([CH2:27][C:28]([O:30][CH2:31][CH3:32])=[O:29])[CH2:24][O:25][CH2:26]2)=[CH:19][CH:18]=1.